Dataset: Reaction yield outcomes from USPTO patents with 853,638 reactions. Task: Predict the reaction yield, written as a fraction of the theoretical maximum amount of product (1.0 means a 100% yield; for example, 0.34 means a 34% yield). The reactants are Cl.[NH2:2][C@@H:3]([CH2:24][CH:25]1[CH2:30][CH2:29][CH2:28][CH2:27][CH2:26]1)[C:4]([NH:6][C@H:7]1[CH2:13][CH2:12][CH2:11][N:10]([S:14]([C:17]2[CH:22]=[CH:21][CH:20]=[CH:19][N:18]=2)(=[O:16])=[O:15])[CH2:9][C@@H:8]1[OH:23])=[O:5].[S:31]1[CH:35]=[CH:34][N:33]=[C:32]1[C:36](O)=[O:37].CC(OI1(OC(C)=O)(OC(C)=O)OC(=O)C2C=CC=CC1=2)=O. No catalyst specified. The product is [CH:25]1([CH2:24][C@H:3]([NH:2][C:36]([C:32]2[S:31][CH:35]=[CH:34][N:33]=2)=[O:37])[C:4](=[O:5])[NH:6][C@H:7]2[CH2:13][CH2:12][CH2:11][N:10]([S:14]([C:17]3[CH:22]=[CH:21][CH:20]=[CH:19][N:18]=3)(=[O:15])=[O:16])[CH2:9][C:8]2=[O:23])[CH2:30][CH2:29][CH2:28][CH2:27][CH2:26]1. The yield is 0.280.